From a dataset of Reaction yield outcomes from USPTO patents with 853,638 reactions. Predict the reaction yield, written as a fraction of the theoretical maximum amount of product (1.0 means a 100% yield; for example, 0.34 means a 34% yield). (1) The reactants are [H-].[Na+].[F:3][C:4]1[CH:11]=[CH:10][C:7]([CH2:8][OH:9])=[CH:6][CH:5]=1.[CH2:12]([O:14][C:15]([C:17]1[C:22]([C:23]([O:25][CH2:26][CH3:27])=[O:24])=[CH:21][CH:20]=[C:19](Cl)[N:18]=1)=[O:16])[CH3:13].O. The catalyst is O1CCCC1. The product is [CH2:12]([O:14][C:15]([C:17]1[C:22]([C:23]([O:25][CH2:26][CH3:27])=[O:24])=[CH:21][CH:20]=[C:19]([O:9][CH2:8][C:7]2[CH:10]=[CH:11][C:4]([F:3])=[CH:5][CH:6]=2)[N:18]=1)=[O:16])[CH3:13]. The yield is 0.740. (2) The reactants are [N:1]1[C:8](Cl)=[N:7][C:5]([Cl:6])=[N:4][C:2]=1[Cl:3].[CH3:10][O:11][C:12]1[CH:17]=[CH:16][C:15]([Mg])=[CH:14][CH:13]=1. The catalyst is C1COCC1. The product is [Cl:3][C:2]1[N:4]=[C:5]([Cl:6])[N:7]=[C:8]([C:15]2[CH:16]=[CH:17][C:12]([O:11][CH3:10])=[CH:13][CH:14]=2)[N:1]=1. The yield is 0.620. (3) The yield is 0.760. The catalyst is CO.CCOC(C)=O.O. The product is [CH3:36][N:2]([CH3:1])[CH2:3][CH2:4][CH2:5][O:6][C:7]1[CH:8]=[CH:9][C:10]([NH:13][C:14](=[O:35])/[C:15](/[C:25]2[CH:30]=[CH:29][C:28]([OH:31])=[CH:27][CH:26]=2)=[C:16](/[C:19]2[CH:20]=[CH:21][CH:22]=[CH:23][CH:24]=2)\[CH2:17][CH3:18])=[CH:11][CH:12]=1. The reactants are [CH3:1][N:2]([CH3:36])[CH2:3][CH2:4][CH2:5][O:6][C:7]1[CH:12]=[CH:11][C:10]([NH:13][C:14](=[O:35])/[C:15](/[C:25]2[CH:30]=[CH:29][C:28]([O:31]COC)=[CH:27][CH:26]=2)=[C:16](/[C:19]2[CH:24]=[CH:23][CH:22]=[CH:21][CH:20]=2)\[CH2:17][CH3:18])=[CH:9][CH:8]=1.Cl.C([O-])(O)=O.[Na+].